This data is from Full USPTO retrosynthesis dataset with 1.9M reactions from patents (1976-2016). The task is: Predict the reactants needed to synthesize the given product. Given the product [CH:1]1[N:2]=[CH:3][N:4]2[CH2:9][CH2:8][CH2:7]/[C:6](=[N:17]\[S:15]([C:12]([CH3:14])([CH3:13])[CH3:11])=[O:16])/[C:5]=12, predict the reactants needed to synthesize it. The reactants are: [CH:1]1[N:2]=[CH:3][N:4]2[CH2:9][CH2:8][CH2:7][C:6](=O)[C:5]=12.[CH3:11][C:12]([S:15]([NH2:17])=[O:16])([CH3:14])[CH3:13].C(OCC)(=O)C.